This data is from Full USPTO retrosynthesis dataset with 1.9M reactions from patents (1976-2016). The task is: Predict the reactants needed to synthesize the given product. (1) Given the product [CH3:1][C:2]1[CH:7]=[CH:6][C:5]([S:8]([NH:12][C:13]2[CH:14]=[C:15]([CH:25]=[CH:26][C:27]=2[O:28][CH3:29])[C:16]([NH:18][C:19]2[CH:24]=[CH:23][CH:22]=[CH:21][CH:20]=2)=[O:17])(=[O:10])=[O:9])=[CH:4][CH:3]=1, predict the reactants needed to synthesize it. The reactants are: [CH3:1][C:2]1[CH:7]=[CH:6][C:5]([S:8](Cl)(=[O:10])=[O:9])=[CH:4][CH:3]=1.[NH2:12][C:13]1[CH:14]=[C:15]([CH:25]=[CH:26][C:27]=1[O:28][CH3:29])[C:16]([NH:18][C:19]1[CH:24]=[CH:23][CH:22]=[CH:21][CH:20]=1)=[O:17]. (2) The reactants are: [F:1][C:2]([F:11])([F:10])[C:3]1[N:8]=[N:7][C:6]([NH2:9])=[CH:5][CH:4]=1.CC1(C)C2C(=C(P(C3C=CC=CC=3)C3C=CC=CC=3)C=CC=2)OC2C(P(C3C=CC=CC=3)C3C=CC=CC=3)=CC=CC1=2.Br[C:55]1[C:56](=[O:63])[N:57]([CH3:62])[CH:58]=[C:59]([Br:61])[CH:60]=1.C([O-])([O-])=O.[Cs+].[Cs+]. Given the product [Br:61][C:59]1[CH:60]=[C:55]([NH:9][C:6]2[N:7]=[N:8][C:3]([C:2]([F:1])([F:10])[F:11])=[CH:4][CH:5]=2)[C:56](=[O:63])[N:57]([CH3:62])[CH:58]=1, predict the reactants needed to synthesize it. (3) Given the product [CH3:12][O:13][C:14]1[N:15]=[CH:16][C:2]([CH:3]=[CH2:4])=[CH:1][N:19]=1, predict the reactants needed to synthesize it. The reactants are: [CH2:1]([Li])[CH2:2][CH2:3][CH3:4].CCCCCC.[CH3:12][O:13][C:14]1[N:19]=CC(C=O)=[CH:16][N:15]=1. (4) Given the product [CH2:2]([C:1]1[O:14][CH2:17][CH2:16][N:15]=1)[CH2:3][CH2:4][CH2:5][CH2:6][CH2:7][CH2:8][CH2:9][CH2:10][CH2:11][CH3:12], predict the reactants needed to synthesize it. The reactants are: [C:1]([OH:14])(=O)[CH2:2][CH2:3][CH2:4][CH2:5][CH2:6][CH2:7][CH2:8][CH2:9][CH2:10][CH2:11][CH3:12].[NH2:15][CH2:16][CH2:17]O.